Task: Predict the product of the given reaction.. Dataset: Forward reaction prediction with 1.9M reactions from USPTO patents (1976-2016) (1) Given the reactants [NH2:1][C:2]1[C:10]([Br:11])=[CH:9][CH:8]=[CH:7][C:3]=1[C:4]([OH:6])=O.CN(C(O[N:20]1N=N[C:22]2C=CC=N[C:21]1=2)=[N+](C)C)C.F[P-](F)(F)(F)(F)F.C(N)C.CO, predict the reaction product. The product is: [NH2:1][C:2]1[C:10]([Br:11])=[CH:9][CH:8]=[CH:7][C:3]=1[C:4]([NH:20][CH2:21][CH3:22])=[O:6]. (2) Given the reactants [Br:1][C:2]1[CH:9]=[C:8]([CH3:10])[CH:7]=[C:6]([Br:11])[C:3]=1[CH:4]=O.Cl.[F:13][C:14]1[CH:19]=[CH:18][C:17]([NH:20][NH2:21])=[CH:16][CH:15]=1.C([O-])(=O)C.[Na+], predict the reaction product. The product is: [F:13][C:14]1[CH:19]=[CH:18][C:17]([NH:20][N:21]=[CH:4][C:3]2[C:2]([Br:1])=[CH:9][C:8]([CH3:10])=[CH:7][C:6]=2[Br:11])=[CH:16][CH:15]=1. (3) Given the reactants [N+:1]([C:4]1[CH:14]([CH2:15][NH:16][C:17]2[CH:22]=[CH:21][C:20]([C:23]3[NH:27][N:26]=[CH:25][CH:24]=3)=[CH:19][CH:18]=2)[CH:8]2[CH2:9][C:10]([CH3:13])([CH3:12])[O:11][C:7]2=[C:6]([CH3:28])[C:5]=1[CH3:29])([O-])=O, predict the reaction product. The product is: [NH2:1][C:4]1[CH:14]([CH2:15][NH:16][C:17]2[CH:18]=[CH:19][C:20]([C:23]3[NH:27][N:26]=[CH:25][CH:24]=3)=[CH:21][CH:22]=2)[CH:8]2[CH2:9][C:10]([CH3:13])([CH3:12])[O:11][C:7]2=[C:6]([CH3:28])[C:5]=1[CH3:29]. (4) Given the reactants [CH:1]1([CH2:4][S:5]([CH2:8][C@H:9]([NH:13][C:14]([N:16]2[CH2:21][CH2:20][O:19][CH2:18][CH2:17]2)=[O:15])[C:10]([OH:12])=O)(=[O:7])=[O:6])[CH2:3][CH2:2]1.C1(N=C=N)CCCCC1.OC1C2N=NNC=2C=CC=1.[NH2:41][CH:42]1[CH:47]([OH:48])[CH2:46][CH2:45][CH2:44][CH:43]1[OH:49].C(O)C(N)(CO)CO, predict the reaction product. The product is: [CH:1]1([CH2:4][S:5]([CH2:8][C@H:9]([NH:13][C:14]([N:16]2[CH2:21][CH2:20][O:19][CH2:18][CH2:17]2)=[O:15])[C:10](=[O:12])[NH:41][CH:42]2[CH:47]([OH:48])[CH2:46][CH2:45][CH2:44][CH:43]2[OH:49])(=[O:6])=[O:7])[CH2:2][CH2:3]1. (5) Given the reactants [CH3:1][C:2]1[C:6]([C:7]([NH:9][C:10]2[CH:15]=[CH:14][C:13]([Cl:16])=[C:12](I)[CH:11]=2)=[O:8])=[C:5]([CH3:18])[O:4][N:3]=1.[Br-].C[C:21]1[C:22]([Zn+])=[N:23][CH:24]=[CH:25][CH:26]=1.[CH2:28]1COCC1, predict the reaction product. The product is: [Cl:16][C:13]1[CH:14]=[CH:15][C:10]([NH:9][C:7]([C:6]2[C:2]([CH3:1])=[N:3][O:4][C:5]=2[CH3:18])=[O:8])=[CH:11][C:12]=1[C:24]1[CH:25]=[CH:26][CH:21]=[C:22]([CH3:28])[N:23]=1. (6) The product is: [CH:1]1[CH:2]=[CH:3][C:4]([C@@H:7]([N:15]2[CH2:20][CH2:19][N:18]([CH2:21][CH2:22][O:23][CH2:24][C:25]([OH:27])=[O:26])[CH2:17][CH2:16]2)[C:8]2[CH:9]=[CH:10][C:11]([Cl:14])=[CH:12][CH:13]=2)=[CH:5][CH:6]=1. Given the reactants [CH:1]1[CH:2]=[CH:3][C:4]([C@@H:7]([N:15]2[CH2:20][CH2:19][N:18]([CH2:21][CH2:22][O:23][CH2:24][C:25]([OH:27])=[O:26])[CH2:17][CH2:16]2)[C:8]2[CH:9]=[CH:10][C:11]([Cl:14])=[CH:12][CH:13]=2)=[CH:5][CH:6]=1.Cl.Cl.C(O)(=O)CC(CC(O)=O)(C(O)=O)O.[Si](O)(O)(O)O.C([O-])(=O)CCCCCCCCCCCCCCCCC.[Mg+2].C([O-])(=O)CCCCCCCCCCCCCCCCC, predict the reaction product.